This data is from Full USPTO retrosynthesis dataset with 1.9M reactions from patents (1976-2016). The task is: Predict the reactants needed to synthesize the given product. (1) Given the product [F:1][C:2]1[CH:3]=[C:4]([N:9]2[C:14](=[O:15])[C:13]([O:16][CH2:17][C:18]([OH:21])([CH3:20])[CH3:19])=[C:12]([C:22]3[CH:27]=[CH:26][C:25]([S:28]([NH2:36])(=[O:30])=[O:29])=[CH:24][CH:23]=3)[CH:11]=[N:10]2)[CH:5]=[CH:6][C:7]=1[F:8], predict the reactants needed to synthesize it. The reactants are: [F:1][C:2]1[CH:3]=[C:4]([N:9]2[C:14](=[O:15])[C:13]([O:16][CH2:17][C:18]([OH:21])([CH3:20])[CH3:19])=[C:12]([C:22]3[CH:27]=[CH:26][C:25]([S:28](C)(=[O:30])=[O:29])=[CH:24][CH:23]=3)[CH:11]=[N:10]2)[CH:5]=[CH:6][C:7]=1[F:8].C[Si]([N-:36][Si](C)(C)C)(C)C.[Na+].[OH-].[Na+].O.O.O.C([O-])(=O)C.[Na+].NOS(O)(=O)=O. (2) Given the product [F:1][C:2]([F:11])([F:12])[O:3][C:4]1[CH:5]=[CH:6][C:7]([O:10][C:14]2[CH:19]=[CH:18][CH:17]=[CH:16][C:15]=2[N+:20]([O-:22])=[O:21])=[CH:8][CH:9]=1, predict the reactants needed to synthesize it. The reactants are: [F:1][C:2]([F:12])([F:11])[O:3][C:4]1[CH:9]=[CH:8][C:7]([OH:10])=[CH:6][CH:5]=1.F[C:14]1[CH:19]=[CH:18][CH:17]=[CH:16][C:15]=1[N+:20]([O-:22])=[O:21].C(=O)([O-])[O-].[K+].[K+].C(Cl)Cl. (3) Given the product [C:29]1([C:24]2[O:23][N:22]=[C:21]([C:19]3[O:18][N:17]=[C:16]([C:13]4[CH:14]=[CH:15][C:10]([CH2:9][CH2:8][N:38]5[CH2:37][CH2:42][CH2:41][C@H:40]([C:1]([OH:2])=[O:4])[CH2:39]5)=[CH:11][CH:12]=4)[N:20]=3)[C:25]=2[CH2:26][CH2:27][CH3:28])[CH:34]=[CH:33][CH:32]=[CH:31][CH:30]=1, predict the reactants needed to synthesize it. The reactants are: [C:1](=[O:4])([O-])[O-:2].[Cs+].[Cs+].Br[CH2:8][CH2:9][C:10]1[CH:15]=[CH:14][C:13]([C:16]2[N:20]=[C:19]([C:21]3[C:25]([CH2:26][CH2:27][CH3:28])=[C:24]([C:29]4[CH:34]=[CH:33][CH:32]=[CH:31][CH:30]=4)[O:23][N:22]=3)[O:18][N:17]=2)=[CH:12][CH:11]=1.[I-].[Na+].[CH3:37][N:38]1[C:42](=O)[CH2:41][CH2:40][CH2:39]1. (4) Given the product [NH2:1][C:2]1[N:3]=[C:4]([C:14]2[CH:19]=[CH:18][CH:17]=[CH:16][CH:15]=2)[C:5]([C:12]#[N:13])=[C:6]([NH:29][CH2:28][CH2:27][CH2:26][C:20]2[CH:25]=[CH:24][CH:23]=[CH:22][CH:21]=2)[N:7]=1, predict the reactants needed to synthesize it. The reactants are: [NH2:1][C:2]1[N:7]=[C:6](S(C)(=O)=O)[C:5]([C:12]#[N:13])=[C:4]([C:14]2[CH:19]=[CH:18][CH:17]=[CH:16][CH:15]=2)[N:3]=1.[C:20]1([CH2:26][CH2:27][CH2:28][NH2:29])[CH:25]=[CH:24][CH:23]=[CH:22][CH:21]=1.